From a dataset of Forward reaction prediction with 1.9M reactions from USPTO patents (1976-2016). Predict the product of the given reaction. (1) Given the reactants C(OC([N:8]1[CH2:13][CH2:12][N:11]([C:14]2[CH:15]=[N:16][C:17]([NH:20][C:21]3[N:30]=[CH:29][C:28]4[C:23](=[C:24]([CH:33]5[CH2:37][CH2:36][CH2:35][CH2:34]5)[C:25]([O:31][CH3:32])=[CH:26][CH:27]=4)[N:22]=3)=[CH:18][CH:19]=2)[CH2:10][CH2:9]1)=O)(C)(C)C.FC(F)(F)C(O)=O, predict the reaction product. The product is: [CH:33]1([C:24]2[C:25]([O:31][CH3:32])=[CH:26][CH:27]=[C:28]3[C:23]=2[N:22]=[C:21]([NH:20][C:17]2[CH:18]=[CH:19][C:14]([N:11]4[CH2:12][CH2:13][NH:8][CH2:9][CH2:10]4)=[CH:15][N:16]=2)[N:30]=[CH:29]3)[CH2:34][CH2:35][CH2:36][CH2:37]1. (2) The product is: [N:28]1([C:21]2[N:22]=[C:23]3[C:18](=[CH:19][CH:20]=2)[N:17]=[CH:16][C:15]([C:25](=[O:27])[CH3:26])=[C:14]3[NH:13][C@H:10]2[CH2:11][CH2:12][C@H:7]([CH2:6][N:28]3[CH2:32][CH2:31][CH2:30][CH2:29]3)[CH2:8][CH2:9]2)[CH2:32][CH2:31][CH2:30][CH2:29]1. Given the reactants CS(O[CH2:6][CH:7]1[CH2:12][CH2:11][CH:10]([NH:13][C:14]2[C:23]3[C:18](=[CH:19][CH:20]=[C:21](Cl)[N:22]=3)[N:17]=[CH:16][C:15]=2[C:25](=[O:27])[CH3:26])[CH2:9][CH2:8]1)(=O)=O.[NH:28]1[CH2:32][CH2:31][CH2:30][CH2:29]1, predict the reaction product. (3) Given the reactants [Cl:1][C:2]1[CH:3]=[C:4]([C@@H:8]([OH:33])[CH2:9][NH:10][CH2:11][CH2:12][C:13]2[CH:18]=[CH:17][C:16]([S:19]([C:22]3[CH:23]=[C:24]([CH:30]=[CH:31][CH:32]=3)[C:25]([O:27][CH2:28][CH3:29])=[O:26])(=[O:21])=[O:20])=[CH:15][CH:14]=2)[CH:5]=[CH:6][CH:7]=1, predict the reaction product. The product is: [ClH:1].[Cl:1][C:2]1[CH:3]=[C:4]([C@@H:8]([OH:33])[CH2:9][NH:10][CH2:11][CH2:12][C:13]2[CH:14]=[CH:15][C:16]([S:19]([C:22]3[CH:23]=[C:24]([CH:30]=[CH:31][CH:32]=3)[C:25]([O:27][CH2:28][CH3:29])=[O:26])(=[O:21])=[O:20])=[CH:17][CH:18]=2)[CH:5]=[CH:6][CH:7]=1. (4) Given the reactants [C:1]([NH:4][NH2:5])(=[O:3])[CH3:2].C([O-])(O)=O.[Na+].O1CCOCC1.[S:17]1[CH:21]=[CH:20][CH:19]=[C:18]1[C:22](Cl)=[O:23], predict the reaction product. The product is: [S:17]1[CH:21]=[CH:20][CH:19]=[C:18]1[C:22]([NH:5][NH:4][C:1](=[O:3])[CH3:2])=[O:23]. (5) Given the reactants [OH:1][C:2]1[C:3]([C:29]2[CH:34]=[CH:33][C:32]([CH3:35])=[CH:31][CH:30]=2)=[C:4]2[C:9](=[CH:10][CH:11]=1)[CH:8]=[C:7]([CH2:12][NH:13][C:14]([C:16]1[C:20]3[CH:21]=[CH:22][CH:23]=[CH:24][C:19]=3[O:18][C:17]=1[CH2:25][CH2:26][CH2:27][CH3:28])=[O:15])[CH:6]=[CH:5]2.Br[CH2:37][C:38]#[N:39].C(=O)([O-])[O-].[K+].[K+], predict the reaction product. The product is: [C:38]([CH2:37][O:1][C:2]1[C:3]([C:29]2[CH:30]=[CH:31][C:32]([CH3:35])=[CH:33][CH:34]=2)=[C:4]2[C:9](=[CH:10][CH:11]=1)[CH:8]=[C:7]([CH2:12][NH:13][C:14]([C:16]1[C:20]3[CH:21]=[CH:22][CH:23]=[CH:24][C:19]=3[O:18][C:17]=1[CH2:25][CH2:26][CH2:27][CH3:28])=[O:15])[CH:6]=[CH:5]2)#[N:39]. (6) Given the reactants Br[C:2]1[CH:3]=[C:4]([C:8]([OH:14])([CH3:13])[C:9]([F:12])([F:11])[F:10])[CH:5]=[N:6][CH:7]=1.[NH:15]1[C:23]2[C:18](=[CH:19][CH:20]=[CH:21][CH:22]=2)[CH:17]=[N:16]1, predict the reaction product. The product is: [N:15]1([C:2]2[CH:3]=[C:4]([C:8]([OH:14])([CH3:13])[C:9]([F:12])([F:11])[F:10])[CH:5]=[N:6][CH:7]=2)[C:23]2[C:18](=[CH:19][CH:20]=[CH:21][CH:22]=2)[CH:17]=[N:16]1.